From a dataset of Full USPTO retrosynthesis dataset with 1.9M reactions from patents (1976-2016). Predict the reactants needed to synthesize the given product. (1) Given the product [Cl:19][CH2:18][CH:2]([OH:1])[CH2:3][CH2:4][CH2:5][CH2:6][CH2:7][CH2:8][CH2:9][O:10][C:11]([CH3:17])([CH3:16])[C:12]([O:14][CH3:15])=[O:13], predict the reactants needed to synthesize it. The reactants are: [O:1]1[CH2:18][CH:2]1[CH2:3][CH2:4][CH2:5][CH2:6][CH2:7][CH2:8][CH2:9][O:10][C:11]([CH3:17])([CH3:16])[C:12]([O:14][CH3:15])=[O:13].[Cl-:19].[Li+].C(O)(=O)C. (2) Given the product [F:19][CH:15]([CH2:16][CH2:17][CH3:18])[CH2:14][N:11]1[CH2:12][CH2:13][CH:8]([CH2:7][O:6][C:5]2[CH:20]=[CH:21][C:2]([C:29]3[CH:30]=[CH:31][C:26]([C:24]([O:23][CH3:22])=[O:25])=[CH:27][CH:28]=3)=[CH:3][CH:4]=2)[CH2:9][CH2:10]1, predict the reactants needed to synthesize it. The reactants are: Br[C:2]1[CH:21]=[CH:20][C:5]([O:6][CH2:7][CH:8]2[CH2:13][CH2:12][N:11]([CH2:14][CH:15]([F:19])[CH2:16][CH2:17][CH3:18])[CH2:10][CH2:9]2)=[CH:4][CH:3]=1.[CH3:22][O:23][C:24]([C:26]1[CH:31]=[CH:30][C:29](B(O)O)=[CH:28][CH:27]=1)=[O:25].O.C([O-])([O-])=O.[Cs+].[Cs+]. (3) Given the product [ClH:34].[NH2:10][CH2:11][CH2:12][CH:13]([NH:14][C:15]([C:17]1[CH:26]=[C:25]2[C:20]([C:21](=[O:27])[NH:22][CH:23]=[N:24]2)=[CH:19][CH:18]=1)=[O:16])[C:28]1[CH:29]=[CH:30][C:31]([Cl:34])=[CH:32][CH:33]=1, predict the reactants needed to synthesize it. The reactants are: C(OC(=O)[NH:10][CH2:11][CH2:12][CH:13]([C:28]1[CH:33]=[CH:32][C:31]([Cl:34])=[CH:30][CH:29]=1)[NH:14][C:15]([C:17]1[CH:26]=[C:25]2[C:20]([C:21](=[O:27])[NH:22][CH:23]=[N:24]2)=[CH:19][CH:18]=1)=[O:16])C1C=CC=CC=1.Cl.O1CCOCC1. (4) Given the product [CH3:33][C:34]1[N:35]([CH2:49][C:50]([O:52][CH3:53])=[O:51])[C:36]2[C:41]([CH:42]=1)=[C:40]([N+:43]([O-:45])=[O:44])[CH:39]=[CH:38][CH:37]=2, predict the reactants needed to synthesize it. The reactants are: FC1C=C(C=C(F)C=1)CN1C(=O)C=CC(CC2C3C(=CC=C(F)C=3)N(CC(O)=O)C=2C)=C1.[CH3:33][C:34]1[NH:35][C:36]2[C:41]([CH:42]=1)=[C:40]([N+:43]([O-:45])=[O:44])[CH:39]=[CH:38][CH:37]=2.[H-].[Na+].Br[CH2:49][C:50]([O:52][CH3:53])=[O:51]. (5) Given the product [C:38]1([NH:37][C:5]2[N:6]=[C:7]([NH:26][C:27]3[CH:28]=[CH:29][C:30]([C:33]([F:35])([F:34])[F:36])=[CH:31][CH:32]=3)[C:8]3[CH2:14][CH2:13][N:12]([C:15]4[C:20]([C:21]([F:24])([F:22])[F:23])=[CH:19][CH:18]=[CH:17][N:16]=4)[CH2:11][CH2:10][C:9]=3[N:25]=2)[CH:43]=[CH:42][CH:41]=[CH:40][CH:39]=1, predict the reactants needed to synthesize it. The reactants are: CS([C:5]1[N:6]=[C:7]([NH:26][C:27]2[CH:32]=[CH:31][C:30]([C:33]([F:36])([F:35])[F:34])=[CH:29][CH:28]=2)[C:8]2[CH2:14][CH2:13][N:12]([C:15]3[C:20]([C:21]([F:24])([F:23])[F:22])=[CH:19][CH:18]=[CH:17][N:16]=3)[CH2:11][CH2:10][C:9]=2[N:25]=1)(=O)=O.[NH2:37][C:38]1[CH:43]=[CH:42][CH:41]=[CH:40][CH:39]=1.C1(C)C=CC(S(O)(=O)=O)=CC=1. (6) Given the product [F:17][C:18]1[CH:23]=[C:22]([CH:1]([OH:2])[C:3]2[CH:4]=[N:5][CH:6]=[CH:7][C:8]=2[C:9]2[CH:10]=[C:11]([CH:14]=[CH:15][CH:16]=2)[C:12]#[N:13])[CH:21]=[CH:20][CH:19]=1, predict the reactants needed to synthesize it. The reactants are: [CH:1]([C:3]1[CH:4]=[N:5][CH:6]=[CH:7][C:8]=1[C:9]1[CH:10]=[C:11]([CH:14]=[CH:15][CH:16]=1)[C:12]#[N:13])=[O:2].[F:17][C:18]1[CH:19]=[C:20]([Mg]Br)[CH:21]=[CH:22][CH:23]=1. (7) Given the product [CH2:73]([O:72][C:70](=[O:71])[CH2:69][CH:66]1[CH2:67][CH2:68][N:63]([C:16](=[O:17])[CH2:15][N:13]2[CH2:14][CH:8]([C:3]3[CH:4]=[CH:5][CH:6]=[CH:7][C:2]=3[Cl:1])[C:9]3[CH:27]=[C:26]([CH3:28])[CH:25]=[CH:24][C:10]=3[CH:11]([CH2:20][CH:21]([CH3:23])[CH3:22])[C:12]2=[O:19])[CH2:64][CH2:65]1)[CH3:74], predict the reactants needed to synthesize it. The reactants are: [Cl:1][C:2]1[CH:7]=[CH:6][CH:5]=[CH:4][C:3]=1[CH:8]1[CH2:14][N:13]([CH2:15][C:16](O)=[O:17])[C:12](=[O:19])[CH:11]([CH2:20][CH:21]([CH3:23])[CH3:22])[C:10]2[CH:24]=[CH:25][C:26]([CH3:28])=[CH:27][C:9]1=2.F[P-](F)(F)(F)(F)F.N1(OC(N(C)C)=[N+](C)C)C2N=CC=CC=2N=N1.C(N(C(C)C)CC)(C)C.Cl.[NH:63]1[CH2:68][CH2:67][CH:66]([CH2:69][C:70]([O:72][CH2:73][CH3:74])=[O:71])[CH2:65][CH2:64]1. (8) Given the product [O:6]([CH:2]([CH3:1])[CH2:3][C:4]#[CH:5])[Si:16]([C:12]([CH3:15])([CH3:14])[CH3:13])([CH3:18])[CH3:17], predict the reactants needed to synthesize it. The reactants are: [CH3:1][CH:2]([OH:6])[CH2:3][C:4]#[CH:5].N1C=CN=C1.[C:12]([Si:16](Cl)([CH3:18])[CH3:17])([CH3:15])([CH3:14])[CH3:13]. (9) The reactants are: [CH3:1][O:2][C:3]1[CH:4]=[CH:5][C:6]2[O:10][C:9]([CH:11]([NH:16][C:17]3[CH:22]=[CH:21][C:20]([C:23]([N:25]([CH3:33])[CH2:26][CH2:27][C:28]([O:30]CC)=[O:29])=[O:24])=[CH:19][CH:18]=3)[CH2:12][CH:13]([CH3:15])[CH3:14])=[C:8]([CH3:34])[C:7]=2[CH:35]=1.O1CCCC1.[OH-].[Na+]. Given the product [CH3:1][O:2][C:3]1[CH:4]=[CH:5][C:6]2[O:10][C:9]([CH:11]([NH:16][C:17]3[CH:18]=[CH:19][C:20]([C:23]([N:25]([CH3:33])[CH2:26][CH2:27][C:28]([OH:30])=[O:29])=[O:24])=[CH:21][CH:22]=3)[CH2:12][CH:13]([CH3:15])[CH3:14])=[C:8]([CH3:34])[C:7]=2[CH:35]=1, predict the reactants needed to synthesize it. (10) Given the product [CH2:7]([O:9][C:10](=[O:31])[CH2:11][CH2:12][CH2:13][CH2:14][CH2:15][C:16]([C:24]([O:26][C:27]([CH3:30])([CH3:29])[CH3:28])=[O:25])([C:33]1[S:37][N:36]=[C:35]([CH3:38])[N:34]=1)[C:17]([O:19][C:20]([CH3:21])([CH3:22])[CH3:23])=[O:18])[CH3:8], predict the reactants needed to synthesize it. The reactants are: CC(C)([O-])C.[K+].[CH2:7]([O:9][C:10](=[O:31])[CH2:11][CH2:12][CH2:13][CH2:14][CH2:15][CH:16]([C:24]([O:26][C:27]([CH3:30])([CH3:29])[CH3:28])=[O:25])[C:17]([O:19][C:20]([CH3:23])([CH3:22])[CH3:21])=[O:18])[CH3:8].Cl[C:33]1[S:37][N:36]=[C:35]([CH3:38])[N:34]=1.